Task: Binary Classification. Given a miRNA mature sequence and a target amino acid sequence, predict their likelihood of interaction.. Dataset: Experimentally validated miRNA-target interactions with 360,000+ pairs, plus equal number of negative samples (1) Result: 0 (no interaction). The miRNA is hsa-miR-519b-3p with sequence AAAGUGCAUCCUUUUAGAGGUU. The protein sequence of the target gene is MLQTSNYSLVLSLQFLLLSYDLFVNSFSELLQKTPVIQLVLFIIQDIAVLFNIIIIFLMFFNTFVFQAGLVNLLFHKFKGTIILTAVYFALSISLHVWVMNLRWKNSNSFIWTDGLQMLFVFQRLAAVLYCYFYKRTAVRLGDPHFYQDSLWLRKEFMQVRR. (2) The miRNA is hsa-miR-4708-3p with sequence AGCAAGGCGGCAUCUCUCUGAU. The protein sequence of the target gene is MSQVLGKPQPQGEDGGEDQEEDELVGLAGYEDGPESSDAELDSGPEEGESRRNSWMPRSWCSEATRHECWEPGLWRSSHLLGIGGGWRMLRRQRQADFFLDFSDPFSTEVKPRILLMGLRRSGKSSIQKVVFHKMSPSETLFLESTNRICREDVSNSSFVNFQIWDFPGQIDFFDPTFDYEMIFRGTGALIFVIDSQDDYMEALARLHLTVTRAYKVNTDINFEVFIHKVDGLSDDHKIETQRDIHQRANDDLADAGLEKIHLSFYLTSIYDHSIFEAFSKVVQKLIPQLPTLENLLNIF.... Result: 0 (no interaction). (3) The miRNA is hsa-miR-3668 with sequence AAUGUAGAGAUUGAUCAAAAU. The protein sequence of the target gene is MAQLQTRFYTDNKKYAVDDVPFSIPAASEIADLSNIINKLLKDKNEFHKHVEFDFLIKGQFLRMPLDKHMEMENISSEEVVEIEYVEKYTAPQPEQCMFHDDWISSIKGAEEWILTGSYDKTSRIWSLEGKSIMTIVGHTDVVKDVAWVKKDSLSCLLLSASMDQTILLWEWNVERNKVKALHCCRGHAGSVDSIAVDGSGTKFCSGSWDKMLKIWSTVPTDEEDEMEESTNRPRKKQKTEQLGLTRTPIVTLSGHMEAVSSVLWSDAEEICSASWDHTIRVWDVESGSLKSTLTGNKVF.... Result: 0 (no interaction). (4) The miRNA is rno-miR-210-5p with sequence AGCCACUGCCCACAGCACACUG. The protein sequence of the target gene is MADLSLVDALTEPPPEIEGEIKRDFMAALEAEPYDDIVGETVEKTEFIPLLDGDEKTGNSESKKKPCLDTSQVEGIPSSKPTLLANGDHGMEGNNTAGSPTDFLEERVDYPDYQSSQNWPEDASFCFQPQQVLDTDQAEPFNEHRDDGLADLLFVSSGPTNASAFTERDNPSEDSYGMLPCDSFASTAVVSQEWSVGAPNSPCSESCVSPEVTIETLQPATELSKAAEVESVKEQLPAKALETMAEQTTDVVHSPSTDTTPGPDTEAALAKDIEEITKPDVILANVTQPSTESDMFLAQD.... Result: 0 (no interaction). (5) The miRNA is mmu-miR-374c-5p with sequence AUAAUACAACCUGCUAAGUG. The protein sequence of the target gene is MGSKLTCCLGPSGGLNCDCCRPDVGPCHECEIPETVAATAPASTTAKPAKLDLKAKKAQLMQYLSLPKTPKMLKMSKGLDARSKRWLKIIWRRHGIWPLENIGPTEDVQASAHGGVEENMTSDIEIPEAKHDHRPTEDVQVSAHGGVEENITSDIEISEAKHDHHLVEDLSESLSVCLEDFMTSDLSESLSVSLEDFMTSGLSESLSVSLEDLMTPEMAKERYEDYLCWVKMARSRLNEPISSQVLGLLRL. Result: 0 (no interaction). (6) The miRNA is mmu-miR-615-3p with sequence UCCGAGCCUGGGUCUCCCUCUU. Result: 0 (no interaction). The protein sequence of the target gene is MDVLAEEFGSLTPEQLTAPIPTVEEKWRLLPAFLKVKGLVKQHIDSFNYFINVEIKKIMKANEKVTSDADPMWYLKYLNIYVGLPDVEESFNVTRPVSPHECRLRDMTYSAPITVDIEYTRGSQRIIRNALPIGRMPIMLRSSNCVLTGKTPAEFAKLNECPLDPGGYFIVKGVEKVILIQEQLSKNRIIVEADRKGAVGASVTSSTHEKKSRTNMAVKQGRFYLRHNTLSEDIPIVIIFKAMGVESDQEIVQMIGTEEHVMAAFGPSLEECQKAQIFTQMQALKYIGNKVRRQRMWGGG....